Task: Predict the reaction yield, written as a fraction of the theoretical maximum amount of product (1.0 means a 100% yield; for example, 0.34 means a 34% yield).. Dataset: Reaction yield outcomes from USPTO patents with 853,638 reactions (1) The reactants are [Br:1][C:2]1[CH:7]=[CH:6][CH:5]=[C:4]([Br:8])[C:3]=1[O:9][CH3:10].[B:11]1([B:11]2[O:15][C:14]([CH3:17])([CH3:16])[C:13]([CH3:19])([CH3:18])[O:12]2)[O:15][C:14]([CH3:17])([CH3:16])[C:13]([CH3:19])([CH3:18])[O:12]1. The catalyst is C1COCC1. The yield is 0.880. The product is [Br:1][C:2]1[CH:7]=[C:6]([B:11]2[O:15][C:14]([CH3:17])([CH3:16])[C:13]([CH3:19])([CH3:18])[O:12]2)[CH:5]=[C:4]([Br:8])[C:3]=1[O:9][CH3:10]. (2) The reactants are [C:1]1([S:7]([N:10]2[C:14]3=[N:15][CH:16]=[CH:17][CH:18]=[C:13]3[CH:12]=[C:11]2[CH:19]([OH:26])[CH2:20][CH:21]2[CH2:25][CH2:24][CH2:23][O:22]2)(=[O:9])=[O:8])[CH:6]=[CH:5][CH:4]=[CH:3][CH:2]=1.CC(OI1(OC(C)=O)(OC(C)=O)OC(=O)C2C=CC=CC1=2)=O. The catalyst is ClCCl. The product is [C:1]1([S:7]([N:10]2[C:14]3=[N:15][CH:16]=[CH:17][CH:18]=[C:13]3[CH:12]=[C:11]2[C:19](=[O:26])[CH2:20][CH:21]2[CH2:25][CH2:24][CH2:23][O:22]2)(=[O:9])=[O:8])[CH:2]=[CH:3][CH:4]=[CH:5][CH:6]=1. The yield is 0.560. (3) The reactants are [I:1][C:2]1[CH:3]=[CH:4][C:5]2[N:6]([CH:8]=[C:9]([NH2:11])[N:10]=2)[N:7]=1.[CH:12]1([C:15](Cl)=[O:16])[CH2:14][CH2:13]1.O. The catalyst is CN(C)C(=O)C. The product is [I:1][C:2]1[CH:3]=[CH:4][C:5]2[N:6]([CH:8]=[C:9]([NH:11][C:15]([CH:12]3[CH2:14][CH2:13]3)=[O:16])[N:10]=2)[N:7]=1. The yield is 0.800. (4) The reactants are C[Si](C)(C)N[Si](C)(C)C.C([Li])CCC.CCCCCC.[C:21](#[N:23])[CH3:22].[CH:24]([CH:27]1[C:38](=[O:39])[C:37]2[C:36]3[O:35][C:34]([CH3:40])=[N:33][C:32]=3[CH:31]=[CH:30][C:29]=2[CH2:28]1)([CH3:26])[CH3:25]. The catalyst is O1CCCC1.[Cl-].[NH4+].C(OCC)(=O)C. The product is [OH:39][C:38]1([CH2:22][C:21]#[N:23])[C:37]2[C:36]3[O:35][C:34]([CH3:40])=[N:33][C:32]=3[CH:31]=[CH:30][C:29]=2[CH2:28][CH:27]1[CH:24]([CH3:26])[CH3:25]. The yield is 0.800. (5) The reactants are Br[C:2]1[CH:3]=[C:4]([F:9])[CH:5]=[C:6]([Br:8])[CH:7]=1.C([Li])CCC.CN([CH:18]=[O:19])C. The product is [F:9][C:4]1[CH:3]=[C:2]([CH:7]=[C:6]([Br:8])[CH:5]=1)[CH:18]=[O:19]. The catalyst is C(OCC)C. The yield is 1.00.